From a dataset of TCR-epitope binding with 47,182 pairs between 192 epitopes and 23,139 TCRs. Binary Classification. Given a T-cell receptor sequence (or CDR3 region) and an epitope sequence, predict whether binding occurs between them. The epitope is YLQPRTFLL. The TCR CDR3 sequence is CAPQDLDTGELFF. Result: 1 (the TCR binds to the epitope).